Predict which catalyst facilitates the given reaction. From a dataset of Catalyst prediction with 721,799 reactions and 888 catalyst types from USPTO. (1) Reactant: [CH:1]1([CH:7]([NH:20][C:21]2[CH:29]=[CH:28][C:24]([C:25](O)=[O:26])=[CH:23][CH:22]=2)[C:8]2[CH:12]=[C:11]([C:13]3[CH:18]=[CH:17][CH:16]=[CH:15][CH:14]=3)[O:10][C:9]=2[CH3:19])[CH2:6][CH2:5][CH2:4][CH2:3][CH2:2]1.Cl.[OH:31][CH:32]([CH2:37][NH:38][CH3:39])[C:33]([O:35]C)=[O:34].Cl.C(N=C=NCCCN(C)C)C.O.OC1C2N=NNC=2C=CC=1. Product: [CH:1]1([CH:7]([NH:20][C:21]2[CH:22]=[CH:23][C:24]([C:25]([N:38]([CH3:39])[CH2:37][CH:32]([OH:31])[C:33]([OH:35])=[O:34])=[O:26])=[CH:28][CH:29]=2)[C:8]2[CH:12]=[C:11]([C:13]3[CH:18]=[CH:17][CH:16]=[CH:15][CH:14]=3)[O:10][C:9]=2[CH3:19])[CH2:6][CH2:5][CH2:4][CH2:3][CH2:2]1. The catalyst class is: 842. (2) Reactant: C(=O)([O-])[O-].[Na+].[Na+].Br[C:8]1[CH:21]=[CH:20][CH:19]=[CH:18][C:9]=1[CH2:10][N:11]1[CH2:16][CH2:15][C:14](=[O:17])[CH2:13][CH2:12]1.[F:22][C:23]1[CH:28]=[CH:27][C:26](B(O)O)=[CH:25][CH:24]=1. Product: [F:22][C:23]1[CH:28]=[CH:27][C:26]([C:8]2[CH:21]=[CH:20][CH:19]=[CH:18][C:9]=2[CH2:10][N:11]2[CH2:16][CH2:15][C:14](=[O:17])[CH2:13][CH2:12]2)=[CH:25][CH:24]=1. The catalyst class is: 203. (3) Reactant: [OH:1][CH:2]([CH3:11])[C:3]([C:5]1[CH:10]=[CH:9][CH:8]=[CH:7][CH:6]=1)=O.[O-:12][C:13]#[N:14].[K+].C(O)(=O)C.O. Product: [CH3:11][C:2]1[O:1][C:13](=[O:12])[NH:14][C:3]=1[C:5]1[CH:10]=[CH:9][CH:8]=[CH:7][CH:6]=1. The catalyst class is: 41. (4) Reactant: [C:1]1([CH2:7][S:8](Cl)(=[O:10])=[O:9])[CH:6]=[CH:5][CH:4]=[CH:3][CH:2]=1.C(N(C(C)C)CC)(C)C.[O:21]1[C:25]2[CH:26]=[CH:27][C:28]([C:30]3[N:34]=[C:33]([CH:35]4[CH2:40][CH2:39][NH:38][CH2:37][CH2:36]4)[NH:32][C:31]=3[C:41]3[CH:46]=[CH:45][CH:44]=[C:43]([CH3:47])[N:42]=3)=[CH:29][C:24]=2[O:23][CH2:22]1. Product: [O:21]1[C:25]2[CH:26]=[CH:27][C:28]([C:30]3[N:34]=[C:33]([CH:35]4[CH2:36][CH2:37][N:38]([S:8]([CH2:7][C:1]5[CH:6]=[CH:5][CH:4]=[CH:3][CH:2]=5)(=[O:10])=[O:9])[CH2:39][CH2:40]4)[NH:32][C:31]=3[C:41]3[CH:46]=[CH:45][CH:44]=[C:43]([CH3:47])[N:42]=3)=[CH:29][C:24]=2[O:23][CH2:22]1. The catalyst class is: 1.